From a dataset of Peptide-MHC class II binding affinity with 134,281 pairs from IEDB. Regression. Given a peptide amino acid sequence and an MHC pseudo amino acid sequence, predict their binding affinity value. This is MHC class II binding data. (1) The peptide sequence is LMTSPKWVQMCSRTL. The MHC is DRB1_1501 with pseudo-sequence DRB1_1501. The binding affinity (normalized) is 0.550. (2) The peptide sequence is LDLAVNAAVDAGIHF. The MHC is HLA-DQA10501-DQB10201 with pseudo-sequence HLA-DQA10501-DQB10201. The binding affinity (normalized) is 0.587. (3) The peptide sequence is IKYTRPGDSLAEVEL. The binding affinity (normalized) is 0.255. The MHC is DRB1_1001 with pseudo-sequence DRB1_1001. (4) The peptide sequence is EKKYFAMTQFEPLAA. The MHC is HLA-DQA10301-DQB10302 with pseudo-sequence HLA-DQA10301-DQB10302. The binding affinity (normalized) is 0.418.